Dataset: Full USPTO retrosynthesis dataset with 1.9M reactions from patents (1976-2016). Task: Predict the reactants needed to synthesize the given product. (1) Given the product [CH2:19]([CH:21]([CH2:24][CH2:25][CH2:26][CH3:27])[CH2:22][O:18][C:3]1[CH:4]=[CH:5][C:6]2[C:7](=[O:17])[C:8]3[C:13](=[CH:12][CH:11]=[CH:10][CH:9]=3)[C:14](=[O:16])[C:15]=2[C:2]=1[O:1][CH2:46][CH2:45][CH2:44][CH2:43][CH2:42][CH2:41][CH2:40][CH2:39][CH2:38][CH2:37][CH2:36][CH2:35][CH2:34][CH2:33][CH2:32][CH2:31][CH2:30][CH3:29])[CH3:20], predict the reactants needed to synthesize it. The reactants are: [OH:1][C:2]1[C:15]2[C:14](=[O:16])[C:13]3[C:8](=[CH:9][CH:10]=[CH:11][CH:12]=3)[C:7](=[O:17])[C:6]=2[CH:5]=[CH:4][C:3]=1[OH:18].[CH2:19]([CH:21]([CH2:24][CH2:25][CH2:26][CH3:27])[CH2:22]Br)[CH3:20].Br[CH2:29][CH2:30][CH2:31][CH2:32][CH2:33][CH2:34][CH2:35][CH2:36][CH2:37][CH2:38][CH2:39][CH2:40][CH2:41][CH2:42][CH2:43][CH2:44][CH2:45][CH3:46]. (2) Given the product [F:16][CH:17]1[CH2:22][CH2:21][N:20]([C:2]2[CH:7]=[C:6]([C:8]([F:11])([F:10])[F:9])[CH:5]=[C:4]([N+:12]([O-:14])=[O:13])[CH:3]=2)[CH2:19][CH2:18]1, predict the reactants needed to synthesize it. The reactants are: Br[C:2]1[CH:7]=[C:6]([C:8]([F:11])([F:10])[F:9])[CH:5]=[C:4]([N+:12]([O-:14])=[O:13])[CH:3]=1.Cl.[F:16][CH:17]1[CH2:22][CH2:21][NH:20][CH2:19][CH2:18]1.C(=O)([O-])[O-].[Cs+].[Cs+]. (3) Given the product [C:1]([O:9][C:10]1[CH:15]=[CH:14][C:13]([OH:16])=[C:12]([NH:17][C:26]([NH:25][C:22]2[CH:23]=[CH:24][C:19]([Cl:18])=[CH:20][CH:21]=2)=[S:27])[CH:11]=1)(=[O:8])[C:2]1[CH:3]=[CH:4][CH:5]=[CH:6][CH:7]=1, predict the reactants needed to synthesize it. The reactants are: [C:1]([O:9][C:10]1[CH:15]=[CH:14][C:13]([OH:16])=[C:12]([NH2:17])[CH:11]=1)(=[O:8])[C:2]1[CH:7]=[CH:6][CH:5]=[CH:4][CH:3]=1.[Cl:18][C:19]1[CH:24]=[CH:23][C:22]([N:25]=[C:26]=[S:27])=[CH:21][CH:20]=1. (4) Given the product [O:3]=[C:4]1[N:10]([CH:11]2[CH2:12][CH2:13][N:14]([C:17]([O:19][C@@H:20]([C:34]([OH:36])=[O:35])[CH2:21][C:22]3[CH:32]=[C:31]([CH3:33])[C:25]4[NH:26][C:27]([O:29][CH3:30])=[N:28][C:24]=4[CH:23]=3)=[O:18])[CH2:15][CH2:16]2)[CH2:9][CH2:8][C:7]2[CH:38]=[CH:39][CH:40]=[CH:41][C:6]=2[NH:5]1, predict the reactants needed to synthesize it. The reactants are: [Li+].[OH-].[O:3]=[C:4]1[N:10]([CH:11]2[CH2:16][CH2:15][N:14]([C:17]([O:19][C@@H:20]([C:34]([O:36]C)=[O:35])[CH2:21][C:22]3[CH:32]=[C:31]([CH3:33])[C:25]4[NH:26][C:27]([O:29][CH3:30])=[N:28][C:24]=4[CH:23]=3)=[O:18])[CH2:13][CH2:12]2)[CH2:9][CH2:8][C:7]2[CH:38]=[CH:39][CH:40]=[CH:41][C:6]=2[NH:5]1.Cl. (5) Given the product [Cl:28][C:29]1[CH:30]=[CH:31][C:32]([C:35]2([NH:38][C:2]3[N:7]=[C:6]([O:8][CH2:9][C:10]([F:11])([F:12])[F:13])[N:5]=[C:4]([NH:14][C:15]4[CH:16]=[CH:17][C:18]([C:19]([O:21][C:22]([CH3:25])([CH3:23])[CH3:24])=[O:20])=[CH:26][CH:27]=4)[N:3]=3)[CH2:36][CH2:37]2)=[CH:33][CH:34]=1, predict the reactants needed to synthesize it. The reactants are: Cl[C:2]1[N:7]=[C:6]([O:8][CH2:9][C:10]([F:13])([F:12])[F:11])[N:5]=[C:4]([NH:14][C:15]2[CH:27]=[CH:26][C:18]([C:19]([O:21][C:22]([CH3:25])([CH3:24])[CH3:23])=[O:20])=[CH:17][CH:16]=2)[N:3]=1.[Cl:28][C:29]1[CH:34]=[CH:33][C:32]([C:35]2([NH2:38])[CH2:37][CH2:36]2)=[CH:31][CH:30]=1. (6) Given the product [F:19][C:16]1[CH:17]=[CH:18][C:13]([O:12][CH2:11][C:9]2[N:10]=[C:5]3[N:4]=[CH:3][C:2]([C:25]4[CH:26]=[CH:27][C:22]([C:20]#[N:21])=[CH:23][C:24]=4[O:31][CH3:32])=[CH:7][N:6]3[CH:8]=2)=[CH:14][CH:15]=1, predict the reactants needed to synthesize it. The reactants are: Br[C:2]1[CH:3]=[N:4][C:5]2[N:6]([CH:8]=[C:9]([CH2:11][O:12][C:13]3[CH:18]=[CH:17][C:16]([F:19])=[CH:15][CH:14]=3)[N:10]=2)[CH:7]=1.[C:20]([C:22]1[CH:27]=[CH:26][C:25](B(O)O)=[C:24]([O:31][CH3:32])[CH:23]=1)#[N:21]. (7) Given the product [ClH:1].[NH2:32][C:28]1([C:25]2[CH:24]=[CH:23][C:22]([C:6]3[C:5](=[O:36])[C:4]4[CH:3]=[C:2]([Cl:1])[C:11]5[N:12]([CH3:15])[CH:13]=[N:14][C:10]=5[C:9]=4[O:8][C:7]=3[C:16]3[CH:21]=[CH:20][CH:19]=[CH:18][CH:17]=3)=[CH:27][CH:26]=2)[CH2:29][CH2:30][CH2:31]1, predict the reactants needed to synthesize it. The reactants are: [Cl:1][C:2]1[C:11]2[N:12]([CH3:15])[CH:13]=[N:14][C:10]=2[C:9]2[O:8][C:7]([C:16]3[CH:21]=[CH:20][CH:19]=[CH:18][CH:17]=3)=[C:6]([C:22]3[CH:27]=[CH:26][C:25]([C:28]4([NH:32]C(=O)O)[CH2:31][CH2:30][CH2:29]4)=[CH:24][CH:23]=3)[C:5](=[O:36])[C:4]=2[CH:3]=1.C(OC(=O)NC1(C2C=CC(C3C(=O)C4C=C(Cl)C5N=CN(C)C=5C=4OC=3C3C=CC=CC=3)=CC=2)CCC1)(C)(C)C.C(O)(C(F)(F)F)=O. (8) Given the product [N:1]1[C:6]2[CH2:7][CH:8]([CH2:10][O:11][S:20]([CH3:19])(=[O:22])=[O:21])[CH2:9][C:5]=2[N:4]=[CH:3][CH:2]=1, predict the reactants needed to synthesize it. The reactants are: [N:1]1[C:6]2[CH2:7][CH:8]([CH2:10][OH:11])[CH2:9][C:5]=2[N:4]=[CH:3][CH:2]=1.C(N(CC)CC)C.[CH3:19][S:20](Cl)(=[O:22])=[O:21]. (9) Given the product [Cl:17][C:18]1[CH:26]=[C:25]([F:27])[CH:24]=[CH:23][C:19]=1[C:20]([NH:16][C:4]1[CH:5]=[C:6]([S:8][CH:9]2[CH2:10][CH2:11][N:12]([CH3:15])[CH2:13][CH2:14]2)[CH:7]=[C:2]([F:1])[CH:3]=1)=[O:21], predict the reactants needed to synthesize it. The reactants are: [F:1][C:2]1[CH:3]=[C:4]([NH2:16])[CH:5]=[C:6]([S:8][CH:9]2[CH2:14][CH2:13][N:12]([CH3:15])[CH2:11][CH2:10]2)[CH:7]=1.[Cl:17][C:18]1[CH:26]=[C:25]([F:27])[CH:24]=[CH:23][C:19]=1[C:20](Cl)=[O:21].